Predict the reactants needed to synthesize the given product. From a dataset of Full USPTO retrosynthesis dataset with 1.9M reactions from patents (1976-2016). (1) Given the product [CH3:12][C@@H:11]1[CH2:16][N:1]2[C@@H:2]([CH2:3][CH2:4][O:5][C:20]3[CH:25]=[CH:24][CH:23]=[CH:22][C:21]=32)[CH2:7][NH:10]1, predict the reactants needed to synthesize it. The reactants are: [NH2:1][C@H:2]([C:7](O)=O)[CH2:3][C:4](O)=[O:5].[NH2:10][C@@H:11]([C:16](O)=O)[CH2:12]C(O)=O.C(N[C@H](C)C(OC)=O)[C:20]1[CH:25]=[CH:24][CH:23]=[CH:22][CH:21]=1.C(OC(=O)CNCC1C=CC=CC=1)C. (2) Given the product [Br:28][C:24]1[CH:23]=[C:22]([C:29]2([C:2]3[CH:15]=[CH:14][C:5]([O:6][Si:7]([C:10]([CH3:13])([CH3:12])[CH3:11])([CH3:9])[CH3:8])=[CH:4][CH:3]=3)[C:31]3[C:32](=[CH:33][CH:34]=[CH:35][CH:36]=3)[C:37]([NH2:38])=[N:30]2)[CH:27]=[CH:26][CH:25]=1, predict the reactants needed to synthesize it. The reactants are: Br[C:2]1[CH:15]=[CH:14][C:5]([O:6][Si:7]([C:10]([CH3:13])([CH3:12])[CH3:11])([CH3:9])[CH3:8])=[CH:4][CH:3]=1.C([Li])CCC.Br[C:22]1[CH:27]=[CH:26][CH:25]=[C:24]([Br:28])[CH:23]=1.[C:29]([C:31]1[CH:36]=[CH:35][CH:34]=[CH:33][C:32]=1[C:37]#[N:38])#[N:30].[Cl-].[NH4+]. (3) Given the product [C:53]([C:50]1[CH:49]=[CH:48][C:47]([C:23]2[C:22]3[NH:59][C:19](=[CH:20][CH:21]=3)[C:18]([C:60]3[CH:65]=[CH:64][C:63]([C:66]#[CH:67])=[CH:62][CH:61]=3)=[C:17]3[N:72]=[C:14]([CH:15]=[CH:16]3)[C:13]([C:10]3[CH:11]=[CH:12][C:7]([C:6]#[CH:5])=[CH:8][CH:9]=3)=[C:32]3[NH:33][C:29]([CH:30]=[CH:31]3)=[C:28]([C:34]3[CH:35]=[CH:36][C:37]([C:40]#[CH:41])=[CH:38][CH:39]=3)[C:27]3=[N:46][C:24]=2[CH:25]=[CH:26]3)=[CH:52][CH:51]=1)#[CH:54], predict the reactants needed to synthesize it. The reactants are: C[Si]([C:5]#[C:6][C:7]1[CH:12]=[CH:11][C:10]([C:13]2[C:32]3[NH:33][C:29](=[CH:30][CH:31]=3)[C:28]([C:34]3[CH:39]=[CH:38][C:37]([C:40]#[C:41][Si](C)(C)C)=[CH:36][CH:35]=3)=[C:27]3[N:46]=[C:24]([CH:25]=[CH:26]3)[C:23]([C:47]3[CH:52]=[CH:51][C:50]([C:53]#[C:54][Si](C)(C)C)=[CH:49][CH:48]=3)=[C:22]3[NH:59][C:19]([CH:20]=[CH:21]3)=[C:18]([C:60]3[CH:65]=[CH:64][C:63]([C:66]#[C:67][Si](C)(C)C)=[CH:62][CH:61]=3)[C:17]3=[N:72][C:14]=2[CH:15]=[CH:16]3)=[CH:9][CH:8]=1)(C)C.CC(C)=O.[F-].C([N+](CCCC)(CCCC)CCCC)CCC.O1CCCC1. (4) Given the product [Cl:29][C:12]1[C:11]([N+:15]([O-:17])=[O:16])=[CH:10][N:9]=[C:8]([N:5]2[CH2:6][CH2:7][N:2]([CH3:1])[CH2:3][CH2:4]2)[CH:13]=1, predict the reactants needed to synthesize it. The reactants are: [CH3:1][N:2]1[CH2:7][CH2:6][N:5]([C:8]2[CH:13]=[C:12](O)[C:11]([N+:15]([O-:17])=[O:16])=[CH:10][N:9]=2)[CH2:4][CH2:3]1.CN(C)C1C=CC=CC=1.P(Cl)(Cl)([Cl:29])=O.